From a dataset of Reaction yield outcomes from USPTO patents with 853,638 reactions. Predict the reaction yield, written as a fraction of the theoretical maximum amount of product (1.0 means a 100% yield; for example, 0.34 means a 34% yield). (1) The product is [Cl:1][C:2]1[C:3]([O:12][C:13]2[CH:18]=[C:17]([O:19][CH:20]([CH3:21])[CH3:22])[CH:16]=[CH:15][C:14]=2/[CH:23]=[C:24](\[CH3:30])/[C:25]([OH:27])=[O:26])=[N:4][CH:5]=[C:6]([C:8]([F:10])([F:9])[F:11])[CH:7]=1. The catalyst is O1CCCC1.C(O)C. The yield is 0.620. The reactants are [Cl:1][C:2]1[C:3]([O:12][C:13]2[CH:18]=[C:17]([O:19][CH:20]([CH3:22])[CH3:21])[CH:16]=[CH:15][C:14]=2/[CH:23]=[C:24](\[CH3:30])/[C:25]([O:27]CC)=[O:26])=[N:4][CH:5]=[C:6]([C:8]([F:11])([F:10])[F:9])[CH:7]=1.[OH-].[Na+].Cl. (2) The reactants are C[O:2][C:3](=[O:32])[CH2:4][CH2:5][CH2:6][N:7]1[CH2:11][CH2:10][CH2:9][C@H:8]1[CH2:12][O:13][C:14]1[CH:19]=[CH:18][C:17]([CH2:20][C:21]2[CH:26]=[CH:25][C:24]([C:27]3[CH:31]=[CH:30][S:29][CH:28]=3)=[CH:23][CH:22]=2)=[CH:16][CH:15]=1.[OH-].[Na+:34]. The catalyst is CO. The product is [Na+:34].[S:29]1[CH:30]=[CH:31][C:27]([C:24]2[CH:23]=[CH:22][C:21]([CH2:20][C:17]3[CH:18]=[CH:19][C:14]([O:13][CH2:12][C@@H:8]4[CH2:9][CH2:10][CH2:11][N:7]4[CH2:6][CH2:5][CH2:4][C:3]([O-:32])=[O:2])=[CH:15][CH:16]=3)=[CH:26][CH:25]=2)=[CH:28]1. The yield is 0.680.